This data is from NCI-60 drug combinations with 297,098 pairs across 59 cell lines. The task is: Regression. Given two drug SMILES strings and cell line genomic features, predict the synergy score measuring deviation from expected non-interaction effect. (1) Drug 1: C1=NC2=C(N1)C(=S)N=C(N2)N. Drug 2: CNC(=O)C1=NC=CC(=C1)OC2=CC=C(C=C2)NC(=O)NC3=CC(=C(C=C3)Cl)C(F)(F)F. Cell line: MDA-MB-435. Synergy scores: CSS=39.9, Synergy_ZIP=-5.64, Synergy_Bliss=-1.42, Synergy_Loewe=-6.48, Synergy_HSA=-0.326. (2) Drug 1: CC1=CC=C(C=C1)C2=CC(=NN2C3=CC=C(C=C3)S(=O)(=O)N)C(F)(F)F. Drug 2: C1CC(=O)NC(=O)C1N2C(=O)C3=CC=CC=C3C2=O. Cell line: NCI-H322M. Synergy scores: CSS=3.83, Synergy_ZIP=-1.06, Synergy_Bliss=0.293, Synergy_Loewe=-3.37, Synergy_HSA=-1.15. (3) Synergy scores: CSS=16.9, Synergy_ZIP=-5.84, Synergy_Bliss=-13.6, Synergy_Loewe=-56.8, Synergy_HSA=-12.5. Drug 2: CC1C(C(CC(O1)OC2CC(CC3=C2C(=C4C(=C3O)C(=O)C5=CC=CC=C5C4=O)O)(C(=O)C)O)N)O. Drug 1: C1CNP(=O)(OC1)N(CCCl)CCCl. Cell line: HL-60(TB). (4) Drug 1: CC(C)(C#N)C1=CC(=CC(=C1)CN2C=NC=N2)C(C)(C)C#N. Drug 2: CC1=C2C(C(=O)C3(C(CC4C(C3C(C(C2(C)C)(CC1OC(=O)C(C(C5=CC=CC=C5)NC(=O)OC(C)(C)C)O)O)OC(=O)C6=CC=CC=C6)(CO4)OC(=O)C)O)C)O. Cell line: NCI-H522. Synergy scores: CSS=-5.87, Synergy_ZIP=4.15, Synergy_Bliss=1.28, Synergy_Loewe=-6.03, Synergy_HSA=-7.01.